This data is from Reaction yield outcomes from USPTO patents with 853,638 reactions. The task is: Predict the reaction yield, written as a fraction of the theoretical maximum amount of product (1.0 means a 100% yield; for example, 0.34 means a 34% yield). (1) The reactants are C([Li])CCC.[F:6][CH2:7][C:8]([S:14]([CH3:17])(=[O:16])=[O:15])([CH2:11][CH:12]=[CH2:13])[C:9]#[N:10].[F:18][C:19]1[CH:24]=[CH:23][C:22]([N+:25]([O-:27])=[O:26])=[CH:21][C:20]=1/[C:28](=[N:30]/[S@@:31]([C:33]([CH3:36])([CH3:35])[CH3:34])=[O:32])/[CH3:29].C[Al](C)C. The catalyst is C1COCC1.C1(C)C=CC=CC=1. The product is [C:9]([C:8]([S:14]([CH2:17][C@:28]([NH:30][S@@:31]([C:33]([CH3:34])([CH3:36])[CH3:35])=[O:32])([C:20]1[CH:21]=[C:22]([N+:25]([O-:27])=[O:26])[CH:23]=[CH:24][C:19]=1[F:18])[CH3:29])(=[O:15])=[O:16])([CH2:11][CH:12]=[CH2:13])[CH2:7][F:6])#[N:10]. The yield is 0.770. (2) The reactants are Cl[S:2]([N:5]=C=O)(=[O:4])=[O:3].CC(O)(C)C.[CH3:13][N:14]1[C:18]2[CH:19]=[CH:20][CH:21]=[CH:22][C:17]=2[N:16]([CH:23]2[CH2:28][CH2:27][N:26]([CH2:29][CH2:30][CH2:31][N:32]3[C:40]4[CH2:39][CH2:38][NH:37][CH2:36][C:35]=4[C:34]([C:41]4[CH:46]=[CH:45][C:44]([C:47]([F:50])([F:49])[F:48])=[CH:43][CH:42]=4)=[N:33]3)[CH2:25][CH2:24]2)[C:15]1=[O:51].C(N(CC)CC)C. The catalyst is C(Cl)Cl.CO.C(Cl)Cl. The product is [CH3:13][N:14]1[C:18]2[CH:19]=[CH:20][CH:21]=[CH:22][C:17]=2[N:16]([CH:23]2[CH2:28][CH2:27][N:26]([CH2:29][CH2:30][CH2:31][N:32]3[C:40]4[CH2:39][CH2:38][N:37]([S:2]([NH2:5])(=[O:4])=[O:3])[CH2:36][C:35]=4[C:34]([C:41]4[CH:42]=[CH:43][C:44]([C:47]([F:49])([F:50])[F:48])=[CH:45][CH:46]=4)=[N:33]3)[CH2:25][CH2:24]2)[C:15]1=[O:51]. The yield is 0.930. (3) The reactants are Cl[C:2]1[N:7]=[C:6]([NH:8][CH3:9])[C:5]([Cl:10])=[CH:4][N:3]=1.[NH2:11][C:12]1[C:13]([O:26][CH3:27])=[CH:14][C:15]2[N:20]([CH3:21])[C:19](=[O:22])[C:18]([CH3:24])([CH3:23])[O:17][C:16]=2[CH:25]=1.C(=O)([O-])[O-].[Cs+].[Cs+].CC1(C)C2C(=C(P(C3C=CC=CC=3)C3C=CC=CC=3)C=CC=2)OC2C(P(C3C=CC=CC=3)C3C=CC=CC=3)=CC=CC1=2. The catalyst is O1CCOCC1.C1C=CC(/C=C/C(/C=C/C2C=CC=CC=2)=O)=CC=1.C1C=CC(/C=C/C(/C=C/C2C=CC=CC=2)=O)=CC=1.C1C=CC(/C=C/C(/C=C/C2C=CC=CC=2)=O)=CC=1.[Pd].[Pd]. The product is [Cl:10][C:5]1[C:6]([NH:8][CH3:9])=[N:7][C:2]([NH:11][C:12]2[C:13]([O:26][CH3:27])=[CH:14][C:15]3[N:20]([CH3:21])[C:19](=[O:22])[C:18]([CH3:24])([CH3:23])[O:17][C:16]=3[CH:25]=2)=[N:3][CH:4]=1. The yield is 0.150. (4) The reactants are I/[CH:2]=[CH:3]/[C:4]1[CH:5]=[N:6][N:7]([CH3:9])[CH:8]=1.[C:10]([C:12]1[CH:21]=[CH:20][C:15]([C:16]([O:18][CH3:19])=[O:17])=[CH:14][CH:13]=1)#[CH:11].N(C(C)C)C(C)C. The catalyst is C1COCC1.CCOC(C)=O.Cl[Pd](Cl)([P](C1C=CC=CC=1)(C1C=CC=CC=1)C1C=CC=CC=1)[P](C1C=CC=CC=1)(C1C=CC=CC=1)C1C=CC=CC=1.[Cu]I. The product is [CH3:9][N:7]1[CH:8]=[C:4](/[CH:3]=[CH:2]/[C:11]#[C:10][C:12]2[CH:21]=[CH:20][C:15]([C:16]([O:18][CH3:19])=[O:17])=[CH:14][CH:13]=2)[CH:5]=[N:6]1. The yield is 0.740. (5) The reactants are Cl.[Cl:2][C:3]1[C:4]([F:28])=[C:5]([CH:25]=[CH:26][CH:27]=1)[NH:6][C:7]1[C:16]2[C:11](=[CH:12][C:13]([O:23][CH3:24])=[C:14]([O:17][C@H:18]3[CH2:22][CH2:21][NH:20][CH2:19]3)[CH:15]=2)[N:10]=[CH:9][N:8]=1.[CH3:29][N:30]([CH3:35])[S:31](Cl)(=[O:33])=[O:32]. The catalyst is C(Cl)Cl.N1C=CC=CC=1.C(N(C(C)C)CC)(C)C. The product is [Cl:2][C:3]1[C:4]([F:28])=[C:5]([CH:25]=[CH:26][CH:27]=1)[NH:6][C:7]1[C:16]2[C:11](=[CH:12][C:13]([O:23][CH3:24])=[C:14]([O:17][C@H:18]3[CH2:22][CH2:21][N:20]([S:31](=[O:33])(=[O:32])[N:30]([CH3:35])[CH3:29])[CH2:19]3)[CH:15]=2)[N:10]=[CH:9][N:8]=1. The yield is 0.530.